The task is: Predict which catalyst facilitates the given reaction.. This data is from Catalyst prediction with 721,799 reactions and 888 catalyst types from USPTO. (1) The catalyst class is: 4. Reactant: [NH2:1][C:2]1[CH:30]=[CH:29][C:5]([C:6]([N:8]2[CH2:13][CH2:12][N:11]([CH2:14][C:15]3[CH:16]=[C:17]([CH:25]=[CH:26][CH:27]=3)[C:18]([NH:20][C:21]([CH3:24])([CH3:23])[CH3:22])=[O:19])[C@H:10]([CH3:28])[CH2:9]2)=[O:7])=[CH:4][C:3]=1[F:31].Cl[C:33](OC1C=CC([N+]([O-])=O)=CC=1)=[O:34].[CH:45]1([CH2:48][NH2:49])[CH2:47][CH2:46]1.O. Product: [C:21]([NH:20][C:18](=[O:19])[C:17]1[CH:25]=[CH:26][CH:27]=[C:15]([CH2:14][N:11]2[CH2:12][CH2:13][N:8]([C:6](=[O:7])[C:5]3[CH:29]=[CH:30][C:2]([NH:1][C:33]([NH:49][CH2:48][CH:45]4[CH2:47][CH2:46]4)=[O:34])=[C:3]([F:31])[CH:4]=3)[CH2:9][C@H:10]2[CH3:28])[CH:16]=1)([CH3:23])([CH3:22])[CH3:24]. (2) Reactant: [C:1]([C:3]1[CH:4]=[C:5]2[C:10](=[CH:11][C:12]=1[O:13][C:14]1[CH:22]=[CH:21][C:17]([C:18](O)=[O:19])=[CH:16][CH:15]=1)[O:9][CH2:8][CH2:7][CH:6]2[C:23]([O:25][CH3:26])=[O:24])#[N:2].C(Cl)(=O)C(Cl)=O.[Cl:33][C:34]1[CH:35]=[C:36]([NH2:41])[CH:37]=[CH:38][C:39]=1[Cl:40].C(N(CC)C(C)C)(C)C. Product: [Cl:33][C:34]1[CH:35]=[C:36]([NH:41][C:18]([C:17]2[CH:16]=[CH:15][C:14]([O:13][C:12]3[CH:11]=[C:10]4[C:5]([CH:6]([C:23]([O:25][CH3:26])=[O:24])[CH2:7][CH2:8][O:9]4)=[CH:4][C:3]=3[C:1]#[N:2])=[CH:22][CH:21]=2)=[O:19])[CH:37]=[CH:38][C:39]=1[Cl:40]. The catalyst class is: 59. (3) Reactant: Cl[C:2](OC1C=CC([N+]([O-])=O)=CC=1)=[O:3].[Br:14][C:15]1[CH:21]=[CH:20][C:18]([NH2:19])=[CH:17][C:16]=1[C:22]([F:25])([F:24])[F:23].N1C=CC=CC=1.[NH2:32][CH2:33][CH2:34][OH:35].C(N(CC)CC)C.Cl. Product: [Br:14][C:15]1[CH:21]=[CH:20][C:18]([NH:19][C:2]([NH:32][CH2:33][CH2:34][OH:35])=[O:3])=[CH:17][C:16]=1[C:22]([F:23])([F:24])[F:25]. The catalyst class is: 2. (4) Reactant: [CH2:1]([O:3][C:4]([C:6]1[C:10]2[CH:11]=[CH:12][C:13]([O:15]C)=[CH:14][C:9]=2[O:8][CH:7]=1)=[O:5])[CH3:2].B(Br)(Br)Br. Product: [CH2:1]([O:3][C:4]([C:6]1[C:10]2[CH:11]=[CH:12][C:13]([OH:15])=[CH:14][C:9]=2[O:8][CH:7]=1)=[O:5])[CH3:2]. The catalyst class is: 4. (5) Reactant: [CH3:1][O:2][C:3]1[CH:12]=[C:11]2[C:6]([C:7](=[O:19])[CH2:8][C:9]([CH3:18])([CH3:17])[CH:10]2[O:13]C(=O)C)=[CH:5][CH:4]=1.C([O-])([O-])=O.[K+].[K+].C(OCC)(=O)C. Product: [CH3:1][O:2][C:3]1[CH:12]=[C:11]2[C:6](=[CH:5][CH:4]=1)[C:7](=[O:19])[CH2:8][C:9]([CH3:17])([CH3:18])[CH:10]2[OH:13]. The catalyst class is: 98. (6) Reactant: [Si:1]([O:8][CH:9]1[CH2:14][CH2:13][CH:12]([OH:15])[CH2:11][CH:10]1[F:16])([C:4]([CH3:7])([CH3:6])[CH3:5])([CH3:3])[CH3:2].[CH3:17][S:18](Cl)(=[O:20])=[O:19].C(=O)(O)[O-].[Na+].Cl. Product: [CH3:17][S:18]([O:15][CH:12]1[CH2:13][CH2:14][CH:9]([O:8][Si:1]([C:4]([CH3:7])([CH3:6])[CH3:5])([CH3:3])[CH3:2])[CH:10]([F:16])[CH2:11]1)(=[O:20])=[O:19]. The catalyst class is: 2. (7) Reactant: [CH3:1][O:2][C:3](=[O:15])[C:4]1[C:9]([Cl:10])=[CH:8][CH:7]=[C:6]([CH:11]=[N:12][OH:13])[C:5]=1[F:14].C1C(=O)N([Cl:23])C(=O)C1.O.CCOC(C)=O. Product: [CH3:1][O:2][C:3](=[O:15])[C:4]1[C:9]([Cl:10])=[CH:8][CH:7]=[C:6]([C:11]([Cl:23])=[N:12][OH:13])[C:5]=1[F:14]. The catalyst class is: 3. (8) The catalyst class is: 128. Reactant: [C:1]([O:5][C:6](=[O:19])[NH:7][CH2:8][C@@H:9]1[CH2:11][C@H:10]1[C:12]1[CH:17]=[CH:16][CH:15]=[C:14](Br)[CH:13]=1)([CH3:4])([CH3:3])[CH3:2].[O:20]1[C:24]2[CH:25]=[CH:26][CH:27]=[CH:28][C:23]=2[CH:22]=[C:21]1B(O)O.C([O-])([O-])=O.[K+].[K+]. Product: [C:1]([O:5][C:6](=[O:19])[NH:7][CH2:8][CH:9]1[CH2:11][CH:10]1[C:12]1[CH:17]=[CH:16][CH:15]=[CH:14][C:13]=1[C:21]1[O:20][C:24]2[CH:25]=[CH:26][CH:27]=[CH:28][C:23]=2[CH:22]=1)([CH3:4])([CH3:3])[CH3:2].